Regression. Given a peptide amino acid sequence and an MHC pseudo amino acid sequence, predict their binding affinity value. This is MHC class I binding data. From a dataset of Peptide-MHC class I binding affinity with 185,985 pairs from IEDB/IMGT. (1) The peptide sequence is PLMGGAYIAFPTSCHMFI. The MHC is HLA-B44:03 with pseudo-sequence HLA-B44:03. The binding affinity (normalized) is 0.197. (2) The peptide sequence is RVRAAMKPI. The MHC is HLA-B39:01 with pseudo-sequence HLA-B39:01. The binding affinity (normalized) is 0.0847.